Predict the reaction yield, written as a fraction of the theoretical maximum amount of product (1.0 means a 100% yield; for example, 0.34 means a 34% yield). From a dataset of Reaction yield outcomes from USPTO patents with 853,638 reactions. (1) The reactants are [Cl:1][C:2]1[CH:7]=[CH:6][C:5]([C:8]2[CH2:12][O:11][C:10](=O)[C:9]=2[C:14]2[CH:21]=[CH:20][C:17]([C:18]#[N:19])=[CH:16][CH:15]=2)=[CH:4][CH:3]=1.[N:22](C(OC(C)(C)C)=O)=[N:23]C(OC(C)(C)C)=O.Cl.CC([O-])=O.[Na+]. The catalyst is C(Cl)Cl.O1CCOCC1.CC#N.CO.C1CCN2C(=NCCC2)CC1. The product is [Cl:1][C:2]1[CH:7]=[CH:6][C:5]([C:8]2[CH:12]=[N:23][NH:22][C:10](=[O:11])[C:9]=2[C:14]2[CH:21]=[CH:20][C:17]([C:18]#[N:19])=[CH:16][CH:15]=2)=[CH:4][CH:3]=1. The yield is 0.740. (2) The reactants are [Cl:1][C:2]1[CH:3]=[CH:4][C:5]([OH:12])=[C:6]([NH:8][C:9](=[O:11])[CH3:10])[CH:7]=1.C([O-])([O-])=O.[K+].[K+].[CH2:19]([CH:21]1[O:23][CH2:22]1)Br. The catalyst is CN(C=O)C. The product is [Cl:1][C:2]1[CH:3]=[CH:4][C:5]([O:12][CH2:19][CH:21]2[CH2:22][O:23]2)=[C:6]([NH:8][C:9](=[O:11])[CH3:10])[CH:7]=1. The yield is 0.660. (3) The reactants are [C:1]([O:9][CH3:10])(=[O:8])[C:2]1[CH:7]=[CH:6][N:5]=[CH:4][CH:3]=1.[I:11][CH3:12]. The catalyst is C1C=CC=CC=1. The product is [I-:11].[CH3:10][O:9][C:1]([C:2]1[CH:7]=[CH:6][N+:5]([CH3:12])=[CH:4][CH:3]=1)=[O:8]. The yield is 0.460. (4) The reactants are [OH:1][C:2]1[C:3](=[O:16])[CH:4]=[C:5]([CH2:8][O:9][CH:10]2[CH2:15][CH2:14][CH2:13][CH2:12][O:11]2)[O:6][CH:7]=1.C([O-])([O-])=O.[Cs+].[Cs+].[Br:23][CH2:24][CH2:25][CH2:26][CH2:27]Br. No catalyst specified. The product is [Br:23][CH2:24][CH2:25][CH2:26][CH2:27][O:1][C:2]1[C:3](=[O:16])[CH:4]=[C:5]([CH2:8][O:9][CH:10]2[CH2:15][CH2:14][CH2:13][CH2:12][O:11]2)[O:6][CH:7]=1. The yield is 0.710. (5) The reactants are [CH2:1](Br)[C:2]1[CH:7]=[CH:6][CH:5]=[CH:4][CH:3]=1.[C:9]([C:12]1[C:13]([OH:23])=[CH:14][C:15]([OH:22])=[C:16]([CH:21]=1)[C:17]([O:19][CH3:20])=[O:18])(=[O:11])[CH3:10].C(=O)([O-])[O-].[K+].[K+]. The catalyst is C(#N)C. The product is [C:9]([C:12]1[C:13]([O:23][CH2:1][C:2]2[CH:7]=[CH:6][CH:5]=[CH:4][CH:3]=2)=[CH:14][C:15]([O:22][CH2:1][C:2]2[CH:7]=[CH:6][CH:5]=[CH:4][CH:3]=2)=[C:16]([CH:21]=1)[C:17]([O:19][CH3:20])=[O:18])(=[O:11])[CH3:10]. The yield is 0.990. (6) The reactants are [NH2:1][C:2]1[C:3]2[N:4]([C:8]([C@@H:12]3[CH2:16][CH2:15][CH2:14][N:13]3C(OCC3C=CC=CC=3)=O)=[N:9][C:10]=2Br)[CH:5]=[CH:6][N:7]=1.[CH3:27][O:28][C:29]1[CH:43]=[C:42](B2OC(C)(C)C(C)(C)O2)[CH:41]=[CH:40][C:30]=1[C:31]([NH:33][C:34]1[CH:39]=[CH:38][CH:37]=[CH:36][N:35]=1)=[O:32]. No catalyst specified. The product is [NH2:1][C:2]1[C:3]2[N:4]([C:8]([C@@H:12]3[CH2:16][CH2:15][CH2:14][NH:13]3)=[N:9][C:10]=2[C:42]2[CH:41]=[CH:40][C:30]([C:31]([NH:33][C:34]3[CH:39]=[CH:38][CH:37]=[CH:36][N:35]=3)=[O:32])=[C:29]([O:28][CH3:27])[CH:43]=2)[CH:5]=[CH:6][N:7]=1. The yield is 0.566. (7) The reactants are [CH:1]([NH:4]C(C)C)(C)[CH3:2].C([Li])CCC.[C:13](#[N:17])[CH:14]([CH3:16])[CH3:15].O.[O:19]1[CH2:23][CH2:22][CH2:21][CH2:20]1. The catalyst is CCCCCC. The product is [OH:19][CH:23]([C:22]1[CH:2]=[CH:1][N:4]=[CH:20][CH:21]=1)[C:14]([CH3:16])([CH3:15])[C:13]#[N:17]. The yield is 0.716.